This data is from Forward reaction prediction with 1.9M reactions from USPTO patents (1976-2016). The task is: Predict the product of the given reaction. (1) Given the reactants [Br:1][C:2]1[CH:3]=[CH:4][C:5]([F:15])=[C:6]([C:8]2([CH3:14])[CH2:12][O:11][C:10](=[O:13])[NH:9]2)[CH:7]=1, predict the reaction product. The product is: [Br:1][C:2]1[CH:3]=[CH:4][C:5]([F:15])=[C:6]([C@:8]2([CH3:14])[CH2:12][O:11][C:10](=[O:13])[NH:9]2)[CH:7]=1. (2) Given the reactants [CH:1]1[C:11]2[CH2:10][CH2:9][C:8]3[CH:12]=[CH:13][CH:14]=[CH:15][C:7]=3[C:6](=[CH:16][C:17]3[CH:22]=[CH:21][CH:20]=[CH:19][C:18]=3B(O)O)[C:5]=2[CH:4]=[CH:3][CH:2]=1.Br[C:27]1[CH:28]=[N:29][CH:30]=[CH:31][CH:32]=1, predict the reaction product. The product is: [CH:1]1[C:11]2[CH2:10][CH2:9][C:8]3[CH:12]=[CH:13][CH:14]=[CH:15][C:7]=3[C:6](=[CH:16][C:17]3[CH:22]=[CH:21][CH:20]=[CH:19][C:18]=3[C:27]3[CH:28]=[N:29][CH:30]=[CH:31][CH:32]=3)[C:5]=2[CH:4]=[CH:3][CH:2]=1. (3) Given the reactants [CH:1]([O-:3])=O.[Na+].Br[C:6]1[CH:7]=[C:8]2[C:13](=[CH:14][C:15]=1[F:16])[N:12]=[CH:11][CH:10]=[CH:9]2, predict the reaction product. The product is: [F:16][C:15]1[CH:14]=[C:13]2[C:8]([CH:9]=[CH:10][CH:11]=[N:12]2)=[CH:7][C:6]=1[CH:1]=[O:3]. (4) Given the reactants [Cl:1][C:2]1[CH:9]=[CH:8][C:5]([CH:6]=O)=[CH:4][C:3]=1[F:10].C(O)(=O)[CH2:12][C:13]([OH:15])=[O:14], predict the reaction product. The product is: [Cl:1][C:2]1[CH:9]=[CH:8][C:5]([CH:6]=[CH:12][C:13]([OH:15])=[O:14])=[CH:4][C:3]=1[F:10]. (5) Given the reactants B(Br)(Br)Br.C([O:17][C:18]1[CH:23]=[CH:22][C:21]([C:24]2[S:25][C:26]3[CH:32]=[C:31]([C:33]4[CH:38]=[CH:37][C:36]([CH2:39][CH2:40][CH2:41][CH2:42][CH2:43][CH2:44][CH2:45][CH2:46][CH3:47])=[CH:35][CH:34]=4)[CH:30]=[CH:29][C:27]=3[N:28]=2)=[CH:20][CH:19]=1)CCCCCCCCCCC, predict the reaction product. The product is: [OH:17][C:18]1[CH:19]=[CH:20][C:21]([C:24]2[S:25][C:26]3[CH:32]=[C:31]([C:33]4[CH:38]=[CH:37][C:36]([CH2:39][CH2:40][CH2:41][CH2:42][CH2:43][CH2:44][CH2:45][CH2:46][CH3:47])=[CH:35][CH:34]=4)[CH:30]=[CH:29][C:27]=3[N:28]=2)=[CH:22][CH:23]=1. (6) Given the reactants [Cl:1][C:2]1[CH:3]=[C:4]([NH:9][C:10](=[O:18])OC2C=CC=CC=2)[CH:5]=[CH:6][C:7]=1[F:8].ClC1N=C(NC(N2CCN3N=CC(C4C=CC(F)=CC=4)=C3C2)=O)C=CC=1F.[F:46][C:47]1[CH:52]=[CH:51][C:50]([C:53]2[CH:54]=[N:55][N:56]3[CH:61]([CH3:62])[CH2:60][NH:59][CH2:58][C:57]=23)=[CH:49][CH:48]=1.FC1C=CC(C2C=NN3CCNCC=23)=CC=1, predict the reaction product. The product is: [Cl:1][C:2]1[CH:3]=[C:4]([NH:9][C:10]([N:59]2[CH2:60][CH:61]([CH3:62])[N:56]3[N:55]=[CH:54][C:53]([C:50]4[CH:51]=[CH:52][C:47]([F:46])=[CH:48][CH:49]=4)=[C:57]3[CH2:58]2)=[O:18])[CH:5]=[CH:6][C:7]=1[F:8].